Dataset: Experimentally validated miRNA-target interactions with 360,000+ pairs, plus equal number of negative samples. Task: Binary Classification. Given a miRNA mature sequence and a target amino acid sequence, predict their likelihood of interaction. The miRNA is hsa-miR-3161 with sequence CUGAUAAGAACAGAGGCCCAGAU. The protein sequence of the target gene is MGEKNGDAKTFWMELEDDGKVDFIFEQVQNVLQSLKQKIKDGSATNKEYIQAMILVNEATIINSSTSIKGASQKEVNAQSSDPMPVTQKEQENKSNAFPSTSCENSFPEDCTFLTTENKEILSLEDKVVDFREKDSSSNLSYQSHDCSGACLMKMPLNLKGENPLQLPIKCHFQRRHAKTNSHSSALHVSYKTPCGRSLRNVEEVFRYLLETECNFLFTDNFSFNTYVQLARNYPKQKEVVSDVDISNGVESVPISFCNEIDSRKLPQFKYRKTVWPRAYNLTNFSSMFTDSCDCSEGCI.... Result: 1 (interaction).